From a dataset of Reaction yield outcomes from USPTO patents with 853,638 reactions. Predict the reaction yield, written as a fraction of the theoretical maximum amount of product (1.0 means a 100% yield; for example, 0.34 means a 34% yield). The reactants are [CH2:1]([N:8]1[C:13](=[O:14])[CH2:12][NH:11][C:10]2[N:15]=[CH:16][C:17](I)=[CH:18][C:9]1=2)[C:2]1[CH:7]=[CH:6][CH:5]=[CH:4][CH:3]=1.[C:20]([C:23]1[CH:28]=[CH:27][C:26](B(O)O)=[CH:25][CH:24]=1)(=[O:22])[CH3:21]. No catalyst specified. The product is [C:20]([C:23]1[CH:28]=[CH:27][C:26]([C:17]2[CH:16]=[N:15][C:10]3[NH:11][CH2:12][C:13](=[O:14])[N:8]([CH2:1][C:2]4[CH:7]=[CH:6][CH:5]=[CH:4][CH:3]=4)[C:9]=3[CH:18]=2)=[CH:25][CH:24]=1)(=[O:22])[CH3:21]. The yield is 0.200.